From a dataset of Full USPTO retrosynthesis dataset with 1.9M reactions from patents (1976-2016). Predict the reactants needed to synthesize the given product. (1) Given the product [Br:23][CH2:20][C:5]1[C:6]2[O:10][C:9]([C:11]3[CH:16]=[CH:15][C:14]([OH:17])=[CH:13][CH:12]=3)=[CH:8][C:7]=2[CH:19]=[C:3]([OH:2])[CH:4]=1, predict the reactants needed to synthesize it. The reactants are: C[O:2][C:3]1[CH:4]=[C:5]([CH2:20]O)[C:6]2[O:10][C:9]([C:11]3[CH:16]=[CH:15][C:14]([O:17]C)=[CH:13][CH:12]=3)=[CH:8][C:7]=2[CH:19]=1.B(Br)(Br)[Br:23]. (2) Given the product [OH:12][C:4]1[CH:3]=[C:2]([CH3:1])[C:7]2[NH:8][C:9](=[O:11])[O:10][C:6]=2[CH:5]=1, predict the reactants needed to synthesize it. The reactants are: [CH3:1][C:2]1[C:7]2[NH:8][C:9](=[O:11])[O:10][C:6]=2[CH:5]=[C:4]([O:12]B(O)O)[CH:3]=1.OO. (3) The reactants are: [Cl:1][C:2]1[CH:3]=[C:4]([C:9]2[CH:17]=[C:16]3[C:12]([CH2:13][C:14](=[O:18])[NH:15]3)=[CH:11][CH:10]=2)[CH:5]=[C:6]([Cl:8])[CH:7]=1.[CH2:19]([N:21]([CH2:36][CH3:37])[CH2:22][CH2:23][NH:24][C:25]([C:27]1[C:31]([CH3:32])=[C:30]([CH:33]=O)[NH:29][C:28]=1[CH3:35])=[O:26])[CH3:20]. Given the product [CH2:36]([N:21]([CH2:19][CH3:20])[CH2:22][CH2:23][NH:24][C:25]([C:27]1[C:31]([CH3:32])=[C:30]([CH:33]=[C:13]2[C:12]3[C:16](=[CH:17][C:9]([C:4]4[CH:3]=[C:2]([Cl:1])[CH:7]=[C:6]([Cl:8])[CH:5]=4)=[CH:10][CH:11]=3)[NH:15][C:14]2=[O:18])[NH:29][C:28]=1[CH3:35])=[O:26])[CH3:37], predict the reactants needed to synthesize it. (4) Given the product [CH2:22]([C:24]1[CH:34]=[CH:33][C:27]([O:28][CH2:29][CH:30]([OH:31])[CH2:32][N:1]2[CH2:2][CH2:3][C:4]3([O:11][C:10]4[C:12]5[C:17]([C:18](=[O:21])[C:19](=[O:20])[C:9]=4[S:8][CH2:7]3)=[CH:16][CH:15]=[CH:14][CH:13]=5)[CH2:5][CH2:6]2)=[CH:26][CH:25]=1)[CH3:23], predict the reactants needed to synthesize it. The reactants are: [NH:1]1[CH2:6][CH2:5][C:4]2([O:11][C:10]3[C:12]4[C:17]([C:18](=[O:21])[C:19](=[O:20])[C:9]=3[S:8][CH2:7]2)=[CH:16][CH:15]=[CH:14][CH:13]=4)[CH2:3][CH2:2]1.[CH2:22]([C:24]1[CH:34]=[CH:33][C:27]([O:28][CH2:29][CH:30]2[CH2:32][O:31]2)=[CH:26][CH:25]=1)[CH3:23].